Dataset: Forward reaction prediction with 1.9M reactions from USPTO patents (1976-2016). Task: Predict the product of the given reaction. (1) The product is: [CH:1]1([C:4]2[CH:5]=[CH:6][C:7]([NH:14][C:15]3[CH:16]=[C:17]4[C:21](=[CH:22][CH:23]=3)[N:20]([CH2:24][C:25]3[CH:30]=[CH:29][C:28]([N:32]5[CH2:37][CH2:36][CH2:35][CH2:34][CH2:33]5)=[CH:27][CH:26]=3)[CH:19]=[CH:18]4)=[C:8]([CH:13]=2)[C:9]([O:11][CH3:12])=[O:10])[CH2:3][CH2:2]1. Given the reactants [CH:1]1([C:4]2[CH:5]=[CH:6][C:7]([NH:14][C:15]3[CH:16]=[C:17]4[C:21](=[CH:22][CH:23]=3)[N:20]([CH2:24][C:25]3[CH:30]=[CH:29][C:28](I)=[CH:27][CH:26]=3)[CH:19]=[CH:18]4)=[C:8]([CH:13]=2)[C:9]([O:11][CH3:12])=[O:10])[CH2:3][CH2:2]1.[NH:32]1[CH2:37][CH2:36][CH2:35][CH2:34][CH2:33]1.C(=O)([O-])[O-].[Cs+].[Cs+], predict the reaction product. (2) Given the reactants [CH3:1][Si:2]([CH3:13])([CH3:12])[C:3]1[CH:8]=[CH:7][C:6](B(O)O)=[CH:5][CH:4]=1.Cl[C:15]1[C:24]2[C:19](=[CH:20][CH:21]=[CH:22][CH:23]=2)[CH:18]=[CH:17][N:16]=1.C(=O)([O-])[O-].[Cs+].[Cs+].C(P(C(C)(C)C)C[Si](C)(C)C)(C)(C)C, predict the reaction product. The product is: [CH3:1][Si:2]([CH3:13])([CH3:12])[C:3]1[CH:8]=[CH:7][C:6]([C:15]2[C:24]3[C:19](=[CH:20][CH:21]=[CH:22][CH:23]=3)[CH:18]=[CH:17][N:16]=2)=[CH:5][CH:4]=1. (3) Given the reactants [Br:1][C:2]1[C:3](I)=[CH:4][C:5]([Cl:8])=[N:6][CH:7]=1.[NH2:10][C:11]1[CH:21]=[CH:20][CH:19]=[CH:18][C:12]=1[C:13]([NH:15][O:16][CH3:17])=[O:14].[O-]P([O-])([O-])=O.[K+].[K+].[K+].C1C=CC(P(C2C(OC3C(P(C4C=CC=CC=4)C4C=CC=CC=4)=CC=CC=3)=CC=CC=2)C2C=CC=CC=2)=CC=1, predict the reaction product. The product is: [Br:1][C:2]1[C:3]([NH:10][C:11]2[CH:21]=[CH:20][CH:19]=[CH:18][C:12]=2[C:13]([NH:15][O:16][CH3:17])=[O:14])=[CH:4][C:5]([Cl:8])=[N:6][CH:7]=1. (4) Given the reactants [Br:1][C:2]1[CH:7]=[CH:6][C:5]([N:8]2[C:12](=[O:13])[NH:11][N:10]=[CH:9]2)=[C:4]([F:14])[CH:3]=1.[OH-].[K+].I[CH3:18], predict the reaction product. The product is: [Br:1][C:2]1[CH:7]=[CH:6][C:5]([N:8]2[C:12](=[O:13])[N:11]([CH3:18])[N:10]=[CH:9]2)=[C:4]([F:14])[CH:3]=1. (5) Given the reactants [C:1]([Si:5]([CH3:17])([CH3:16])[O:6][CH:7]([C:10]1[CH:15]=[CH:14][CH:13]=[CH:12][CH:11]=1)[CH2:8][OH:9])([CH3:4])([CH3:3])[CH3:2].C(N(CC)CC)C.[CH3:25][S:26](Cl)(=[O:28])=[O:27], predict the reaction product. The product is: [C:1]([Si:5]([CH3:17])([CH3:16])[O:6][C@H:7]([C:10]1[CH:11]=[CH:12][CH:13]=[CH:14][CH:15]=1)[CH2:8][O:9][S:26]([CH3:25])(=[O:28])=[O:27])([CH3:4])([CH3:3])[CH3:2]. (6) Given the reactants [Br:1][C:2]1[CH:3]=[C:4]([CH:9]=[C:10]([C:12]([N:14]([CH2:18][CH2:19][CH3:20])[CH2:15][CH2:16][CH3:17])=[O:13])[CH:11]=1)[C:5]([O:7]C)=[O:6].O.[OH-].[Li+], predict the reaction product. The product is: [Br:1][C:2]1[CH:3]=[C:4]([CH:9]=[C:10]([C:12]([N:14]([CH2:18][CH2:19][CH3:20])[CH2:15][CH2:16][CH3:17])=[O:13])[CH:11]=1)[C:5]([OH:7])=[O:6]. (7) The product is: [Cl:19][C:16]1[CH:15]=[CH:14][C:13]([C@@:9]2([OH:12])[CH2:10][CH2:11][N:6]([C:4](=[O:5])[C@H:3]([NH:2][CH:30]=[O:32])[CH:22]([CH3:24])[CH3:23])[CH2:7][C:8]2([CH3:20])[CH3:21])=[CH:18][CH:17]=1. Given the reactants Cl.[NH2:2][C@H:3]([CH:22]([CH3:24])[CH3:23])[C:4]([N:6]1[CH2:11][CH2:10][C@@:9]([C:13]2[CH:18]=[CH:17][C:16]([Cl:19])=[CH:15][CH:14]=2)([OH:12])[C:8]([CH3:21])([CH3:20])[CH2:7]1)=[O:5].ClC1N=[C:30]([O:32]C)N=C(OC)N=1.C(O)=O.CN1CCOCC1, predict the reaction product.